Dataset: Reaction yield outcomes from USPTO patents with 853,638 reactions. Task: Predict the reaction yield, written as a fraction of the theoretical maximum amount of product (1.0 means a 100% yield; for example, 0.34 means a 34% yield). (1) The reactants are [CH:1]([N:4]1[CH2:9][CH2:8][N:7]([C:10]2[N:15]=[C:14]([O:16][CH3:17])[CH:13]=[CH:12][N:11]=2)[CH2:6][CH2:5]1)([CH3:3])[CH3:2].C1C(=O)N([Br:25])C(=O)C1. The catalyst is C(#N)C. The product is [Br:25][C:13]1[C:14]([O:16][CH3:17])=[N:15][C:10]([N:7]2[CH2:6][CH2:5][N:4]([CH:1]([CH3:3])[CH3:2])[CH2:9][CH2:8]2)=[N:11][CH:12]=1. The yield is 0.720. (2) The product is [CH2:42]([N:49]1[CH2:54][CH2:53][CH:52]([NH:55][C:34]([NH:20][C:19]2[CH:21]=[CH:22][C:16]([O:15][C:6]3[C:5]4[C:10](=[CH:11][C:12]([O:13][CH3:14])=[C:3]([O:2][CH3:1])[CH:4]=4)[N:9]=[CH:8][N:7]=3)=[CH:17][CH:18]=2)=[O:40])[CH2:51][CH2:50]1)[C:43]1[CH:44]=[CH:45][CH:46]=[CH:47][CH:48]=1. The catalyst is C(Cl)(Cl)Cl.O. The yield is 0.810. The reactants are [CH3:1][O:2][C:3]1[CH:4]=[C:5]2[C:10](=[CH:11][C:12]=1[O:13][CH3:14])[N:9]=[CH:8][N:7]=[C:6]2[O:15][C:16]1[CH:22]=[CH:21][C:19]([NH2:20])=[CH:18][CH:17]=1.C(N(CC)CC)C.ClC(Cl)(O[C:34](=[O:40])OC(Cl)(Cl)Cl)Cl.[CH2:42]([N:49]1[CH2:54][CH2:53][CH:52]([NH2:55])[CH2:51][CH2:50]1)[C:43]1[CH:48]=[CH:47][CH:46]=[CH:45][CH:44]=1. (3) The reactants are [CH3:1][O:2][C:3]1[CH:8]=[CH:7][C:6]([C@H:9]([NH2:11])[CH3:10])=[CH:5][CH:4]=1.[N:12]1[CH:17]=[CH:16][CH:15]=[CH:14][C:13]=1[CH:18]=O.C(O[BH-](OC(=O)C)OC(=O)C)(=O)C.[Na+]. No catalyst specified. The product is [CH3:1][O:2][C:3]1[CH:8]=[CH:7][C:6]([C@H:9]([NH:11][CH2:18][C:13]2[CH:14]=[CH:15][CH:16]=[CH:17][N:12]=2)[CH3:10])=[CH:5][CH:4]=1. The yield is 0.872. (4) The yield is 0.820. No catalyst specified. The reactants are C[O:2][C:3]1[CH:4]=[C:5]2[C:10](=[CH:11][CH:12]=1)[CH:9]=[C:8]([O:13][CH2:14]C=C)[CH:7]=[CH:6]2.CN(C)[C:19]1[CH:24]=CC=C[CH:20]=1. The product is [CH3:14][O:13][C:8]1[CH:9]=[C:10]2[C:5](=[CH:6][CH:7]=1)[C:4]([CH2:24][CH:19]=[CH2:20])=[C:3]([OH:2])[CH:12]=[CH:11]2. (5) The reactants are [O:1]1[C:5]2[CH:6]=[CH:7][CH:8]=[CH:9][C:4]=2[CH:3]=[C:2]1[CH:10]=O.[Cl-].[OH:13][NH3+:14].N1C=CC=CC=1. The catalyst is CO. The product is [O:1]1[C:5]2[CH:6]=[CH:7][CH:8]=[CH:9][C:4]=2[CH:3]=[C:2]1[CH:10]=[N:14][OH:13]. The yield is 0.970.